From a dataset of Full USPTO retrosynthesis dataset with 1.9M reactions from patents (1976-2016). Predict the reactants needed to synthesize the given product. (1) Given the product [OH:19][C@@H:20]1[CH2:33][C@@H:23]2[O:24][C:25](=[O:32])[CH2:26][CH2:27][CH2:28][CH:29]=[CH:30][CH2:31][C@@H:22]2[C@H:21]1/[CH:34]=[CH:35]/[C@@H:36]([OH:49])[CH2:37][O:38][C:39]1[CH:44]=[CH:43][CH:42]=[C:41]([C:45]([F:48])([F:46])[F:47])[CH:40]=1, predict the reactants needed to synthesize it. The reactants are: O.C1(C)C=CC(S(O)(=O)=O)=CC=1.O1CCCCC1[O:19][C@@H:20]1[CH2:33][C@@H:23]2[O:24][C:25](=[O:32])[CH2:26][CH2:27][CH2:28][CH:29]=[CH:30][CH2:31][C@@H:22]2[C@H:21]1/[CH:34]=[CH:35]/[C@@H:36]([O:49]C1CCCCO1)[CH2:37][O:38][C:39]1[CH:44]=[CH:43][CH:42]=[C:41]([C:45]([F:48])([F:47])[F:46])[CH:40]=1. (2) Given the product [OH:2][C:3]1[CH:4]=[C:5]([C:11]([CH3:15])([CH3:14])[C:12]#[N:13])[CH:6]=[C:7]([OH:9])[CH:8]=1, predict the reactants needed to synthesize it. The reactants are: C[O:2][C:3]1[CH:4]=[C:5]([C:11]([CH3:15])([CH3:14])[C:12]#[N:13])[CH:6]=[C:7]([O:9]C)[CH:8]=1.ClCCl. (3) Given the product [F:2][C:3]1[CH:8]=[C:7]([NH2:9])[CH:6]=[CH:5][C:4]=1[O:12][CH:13]1[CH2:14][CH2:15][N:16]([CH:19]([CH3:20])[CH3:21])[CH2:17][CH2:18]1, predict the reactants needed to synthesize it. The reactants are: Br.[F:2][C:3]1[CH:8]=[C:7]([N+:9]([O-])=O)[CH:6]=[CH:5][C:4]=1[O:12][CH:13]1[CH2:18][CH2:17][N:16]([CH:19]([CH3:21])[CH3:20])[CH2:15][CH2:14]1.CC(C)=O.C(O[BH-](OC(=O)C)OC(=O)C)(=O)C.[Na+].[BH4-].[Na+]. (4) Given the product [CH3:18][C:19]1[C:23]([C:9]2[CH:8]=[CH:7][N:6]=[C:5]3[NH:1][CH:2]=[CH:3][C:4]=23)=[C:22]([CH3:27])[O:21][N:20]=1, predict the reactants needed to synthesize it. The reactants are: [NH:1]1[C:5]2=[N:6][CH:7]=[CH:8][C:9](OS(C(F)(F)F)(=O)=O)=[C:4]2[CH:3]=[CH:2]1.[CH3:18][C:19]1[C:23](B(O)O)=[C:22]([CH3:27])[O:21][N:20]=1.C(=O)(O)[O-].[Na+]. (5) Given the product [Br:33][C:34]1[CH:35]=[C:36]([CH:38]=[CH:39][CH:40]=1)[NH:37][C:2]1[C:7]([C:8]#[N:9])=[CH:6][N:5]=[C:4]2[C:10]3[CH:16]=[C:15]([N+:17]([O-:19])=[O:18])[CH:14]=[CH:13][C:11]=3[S:12][C:3]=12, predict the reactants needed to synthesize it. The reactants are: Cl[C:2]1[C:7]([C:8]#[N:9])=[CH:6][N:5]=[C:4]2[C:10]3[CH:16]=[C:15]([N+:17]([O-:19])=[O:18])[CH:14]=[CH:13][C:11]=3[S:12][C:3]=12.C(OCCO)C.Cl.N1C=CC=CC=1.[Br:33][C:34]1[CH:35]=[C:36]([CH:38]=[CH:39][CH:40]=1)[NH2:37]. (6) Given the product [CH3:1][N:2]1[CH2:7][CH2:6][CH:5]([NH:8][CH2:9][CH2:10][C:11]2[CH:16]=[CH:15][CH:14]=[C:13]([NH2:32])[C:12]=2[F:18])[CH2:4][CH2:3]1, predict the reactants needed to synthesize it. The reactants are: [CH3:1][N:2]1[CH2:7][CH2:6][CH:5]([NH:8][CH2:9][CH2:10][C:11]2[CH:16]=[CH:15][CH:14]=[C:13](Cl)[C:12]=2[F:18])[CH2:4][CH2:3]1.C(=[NH:32])(C1C=CC=CC=1)C1C=CC=CC=1.C(P(C(C)(C)C)C1C=CC=CC=1C1C=CC=CC=1)(C)(C)C.CC(C)([O-])C.[Na+].Cl. (7) Given the product [O:21]1[C:17]2[CH:16]=[C:15]([NH:11][CH2:10][CH2:9][C:6]3[CH:7]=[N:8][C:3]([C:2]([F:12])([F:1])[F:13])=[CH:4][CH:5]=3)[CH:23]=[CH:22][C:18]=2[CH2:19][CH2:20]1, predict the reactants needed to synthesize it. The reactants are: [F:1][C:2]([F:13])([F:12])[C:3]1[N:8]=[CH:7][C:6]([CH2:9][CH2:10][NH2:11])=[CH:5][CH:4]=1.Br[C:15]1[CH:23]=[CH:22][C:18]2[CH2:19][CH2:20][O:21][C:17]=2[CH:16]=1.C(=O)([O-])[O-].[Cs+].[Cs+]. (8) The reactants are: [F:1][CH:2]([F:8])[CH2:3][O:4][CH2:5][CH2:6][OH:7].[C:9]1([CH3:19])[CH:14]=[CH:13][C:12]([S:15](Cl)(=[O:17])=[O:16])=[CH:11][CH:10]=1. Given the product [CH3:19][C:9]1[CH:14]=[CH:13][C:12]([S:15]([O:7][CH2:6][CH2:5][O:4][CH2:3][CH:2]([F:8])[F:1])(=[O:17])=[O:16])=[CH:11][CH:10]=1, predict the reactants needed to synthesize it. (9) Given the product [Si:40]([O:47][NH:48][C:50]([N:4]1[CH2:5][CH2:6][C@H:7]([O:8][C:9]2[CH:16]=[CH:15][C:14]([C:17]3[N:22]=[C:21]([NH:23][C:24]4[CH:29]=[CH:28][C:27]([N:30]5[CH2:31][CH2:32][N:33]([CH:36]6[CH2:39][O:38][CH2:37]6)[CH2:34][CH2:35]5)=[CH:26][CH:25]=4)[N:20]=[CH:19][N:18]=3)=[CH:13][C:10]=2[C:11]#[N:12])[C@H:2]([F:1])[CH2:3]1)=[O:52])([C:43]([CH3:46])([CH3:45])[CH3:44])([CH3:42])[CH3:41], predict the reactants needed to synthesize it. The reactants are: [F:1][C@H:2]1[C@@H:7]([O:8][C:9]2[CH:16]=[CH:15][C:14]([C:17]3[N:22]=[C:21]([NH:23][C:24]4[CH:29]=[CH:28][C:27]([N:30]5[CH2:35][CH2:34][N:33]([CH:36]6[CH2:39][O:38][CH2:37]6)[CH2:32][CH2:31]5)=[CH:26][CH:25]=4)[N:20]=[CH:19][N:18]=3)=[CH:13][C:10]=2[C:11]#[N:12])[CH2:6][CH2:5][NH:4][CH2:3]1.[Si:40]([O:47][NH2:48])([C:43]([CH3:46])([CH3:45])[CH3:44])([CH3:42])[CH3:41].Cl[C:50](Cl)([O:52]C(=O)OC(Cl)(Cl)Cl)Cl.O. (10) Given the product [CH3:29][N:25]1[CH2:26][CH2:27][N:1]([C:2]2[CH:3]=[CH:4][CH:5]=[C:6]3[C:11]=2[N:10]=[CH:9][C:8]([S:12]([C:15]2[CH:16]=[CH:17][CH:18]=[CH:19][CH:20]=2)(=[O:14])=[O:13])=[CH:7]3)[CH2:23][CH2:24]1, predict the reactants needed to synthesize it. The reactants are: [NH2:1][C:2]1[CH:3]=[CH:4][CH:5]=[C:6]2[C:11]=1[N:10]=[CH:9][C:8]([S:12]([C:15]1[CH:20]=[CH:19][CH:18]=[CH:17][CH:16]=1)(=[O:14])=[O:13])=[CH:7]2.Cl.Cl[CH2:23][CH2:24][NH:25][CH2:26][CH2:27]Cl.[C:29](=O)([O-])[O-].[Na+].[Na+].C(=O)(O)[O-].[Na+].S([O-])([O-])(=O)=S.[Na+].[Na+].